Dataset: Forward reaction prediction with 1.9M reactions from USPTO patents (1976-2016). Task: Predict the product of the given reaction. Given the reactants Br[C:2]1[CH:7]=[CH:6][C:5]([OH:8])=[CH:4][CH:3]=1.[NH2:9][C:10]1[CH:15]=[CH:14][CH:13]=[CH:12][N:11]=1.C(P(C(C)(C)C)C1C=CC=CC=1C1C(C(C)C)=CC(C(C)C)=CC=1C(C)C)(C)(C)C.CC(C)([O-])C.[Na+], predict the reaction product. The product is: [N:11]1[CH:12]=[CH:13][CH:14]=[CH:15][C:10]=1[NH:9][C:2]1[CH:7]=[CH:6][C:5]([OH:8])=[CH:4][CH:3]=1.